Dataset: Reaction yield outcomes from USPTO patents with 853,638 reactions. Task: Predict the reaction yield, written as a fraction of the theoretical maximum amount of product (1.0 means a 100% yield; for example, 0.34 means a 34% yield). (1) The reactants are Cl[C:2]1[N:11]=[C:10]([N:12]2[CH2:17][CH2:16][O:15][CH2:14][CH2:13]2)[C:9]2[C:4](=[CH:5][C:6]([C:19]3[CH:24]=[CH:23][CH:22]=[C:21]([S:25]([CH3:28])(=[O:27])=[O:26])[CH:20]=3)=[C:7](F)[CH:8]=2)[N:3]=1.[NH2:29][C:30]1[N:35]=[CH:34][C:33](B(O)O)=[CH:32][N:31]=1.C(=O)([O-])[O-].[Cs+].[Cs+].CN(C=O)C. The product is [CH3:28][S:25]([C:21]1[CH:20]=[C:19]([C:6]2[CH:5]=[C:4]3[C:9]([C:10]([N:12]4[CH2:17][CH2:16][O:15][CH2:14][CH2:13]4)=[N:11][C:2]([C:33]4[CH:32]=[N:31][C:30]([NH2:29])=[N:35][CH:34]=4)=[N:3]3)=[CH:8][CH:7]=2)[CH:24]=[CH:23][CH:22]=1)(=[O:27])=[O:26]. The catalyst is Cl[Pd](Cl)([P](C1C=CC=CC=1)(C1C=CC=CC=1)C1C=CC=CC=1)[P](C1C=CC=CC=1)(C1C=CC=CC=1)C1C=CC=CC=1.O. The yield is 0.0700. (2) The reactants are [CH3:1][O:2][C:3]1[CH:4]=[C:5]2[C:28](=[CH:29][CH:30]=1)[C:9]1=[N:10][O:11][C:12]([C:13]3[C:17]([C:18]([F:21])([F:20])[F:19])=[C:16]([C:22]4[CH:27]=[CH:26][CH:25]=[CH:24][CH:23]=4)[O:15][N:14]=3)=[C:8]1[CH2:7][CH2:6]2.CN(C)C=[O:34].C(OO)(C)(C)C. The catalyst is C(#N)C. The product is [CH3:1][O:2][C:3]1[CH:4]=[C:5]2[C:28](=[CH:29][CH:30]=1)[C:9]1=[N:10][O:11][C:12]([C:13]3[C:17]([C:18]([F:21])([F:19])[F:20])=[C:16]([C:22]4[CH:23]=[CH:24][CH:25]=[CH:26][CH:27]=4)[O:15][N:14]=3)=[C:8]1[CH2:7][C:6]2=[O:34]. The yield is 0.360. (3) The reactants are C12(CS(O)(=O)=O)C(C)(C)C(CC1)CC2=O.[CH2:16]([O:23][C:24]([C@@H:26]1[CH2:31][CH2:30][C:29](=[N:32][O:33][CH2:34][C:35]2[CH:40]=[CH:39][CH:38]=[CH:37][CH:36]=2)[CH2:28][NH:27]1)=[O:25])[C:17]1[CH:22]=[CH:21][CH:20]=[CH:19][CH:18]=1.B.O1CCCC1. The catalyst is O1CCCC1. The product is [CH2:16]([O:23][C:24]([C@@H:26]1[CH2:31][CH2:30][C@@H:29]([NH:32][O:33][CH2:34][C:35]2[CH:40]=[CH:39][CH:38]=[CH:37][CH:36]=2)[CH2:28][NH:27]1)=[O:25])[C:17]1[CH:18]=[CH:19][CH:20]=[CH:21][CH:22]=1. The yield is 0.820. (4) The reactants are [C:1]([O:5][C:6](=[O:14])[NH:7][C@H:8]([C:11](=O)[NH2:12])[CH2:9][CH3:10])([CH3:4])([CH3:3])[CH3:2].F[B-](F)(F)F.C([O+](CC)CC)C.[F:27][C:28]1[CH:29]=[C:30]([NH:35][C:36]2[CH:41]=[CH:40][CH:39]=[CH:38][CH:37]=2)[C:31](N)=[CH:32][CH:33]=1. The catalyst is C(Cl)Cl. The product is [C:1]([O:5][C:6](=[O:14])[NH:7][C@H:8]([C:11]1[N:35]([C:36]2[CH:37]=[CH:38][CH:39]=[CH:40][CH:41]=2)[C:30]2[CH:29]=[C:28]([F:27])[CH:33]=[CH:32][C:31]=2[N:12]=1)[CH2:9][CH3:10])([CH3:4])([CH3:3])[CH3:2]. The yield is 0.540. (5) The reactants are [CH3:1][O:2][C:3](=[O:24])[C:4]1[CH:9]=[CH:8][C:7]([CH2:10][NH:11][CH:12]=O)=[N:6][C:5]=1[NH:14][C:15]1[CH:20]=[CH:19][C:18]([S:21][CH3:22])=[CH:17][C:16]=1[F:23].P(Cl)(Cl)(Cl)=O. The catalyst is C1(C)C=CC=CC=1. The product is [CH3:1][O:2][C:3]([C:4]1[CH:9]=[CH:8][C:7]2[N:6]([CH:12]=[N:11][CH:10]=2)[C:5]=1[NH:14][C:15]1[CH:20]=[CH:19][C:18]([S:21][CH3:22])=[CH:17][C:16]=1[F:23])=[O:24]. The yield is 0.510. (6) The reactants are [CH2:1]([C@H:8]1[NH:13][C:12](=O)[CH2:11][N:10]([C:15]2[CH:20]=[CH:19][C:18]([O:21][CH3:22])=[C:17]([O:23][CH:24]3[CH2:28][CH2:27][CH2:26][CH2:25]3)[CH:16]=2)[CH2:9]1)[C:2]1[CH:7]=[CH:6][CH:5]=[CH:4][CH:3]=1.[H-].[Al+3].[Li+].[H-].[H-].[H-]. The catalyst is C1COCC1. The product is [CH2:1]([C@H:8]1[NH:13][CH2:12][CH2:11][N:10]([C:15]2[CH:20]=[CH:19][C:18]([O:21][CH3:22])=[C:17]([O:23][CH:24]3[CH2:28][CH2:27][CH2:26][CH2:25]3)[CH:16]=2)[CH2:9]1)[C:2]1[CH:3]=[CH:4][CH:5]=[CH:6][CH:7]=1. The yield is 0.650. (7) The reactants are [CH3:1][O:2][C:3]1[C:8]2[CH2:9][CH2:10][CH:11]([N:14]3[CH2:19][CH2:18][O:17][CH2:16][CH2:15]3)[CH2:12][CH2:13][C:7]=2[CH:6]=[CH:5][C:4]=1[N+:20]([O-])=O.C(O)C.[H][H]. The catalyst is [Pd]. The product is [CH3:1][O:2][C:3]1[C:8]2[CH2:9][CH2:10][CH:11]([N:14]3[CH2:19][CH2:18][O:17][CH2:16][CH2:15]3)[CH2:12][CH2:13][C:7]=2[CH:6]=[CH:5][C:4]=1[NH2:20]. The yield is 0.970. (8) The reactants are C([O:3][C:4]([C:6]1([NH:15][C:16]([C:18]2[CH:19]=[CH:20][CH:21]=[C:22]3[C:27]=2[NH:26][CH2:25][CH2:24][CH2:23]3)=[O:17])[CH2:14][C:13]2[C:8](=[CH:9][CH:10]=[CH:11][CH:12]=2)[CH2:7]1)=[O:5])C.[OH-].[K+].O. The catalyst is CCO. The product is [NH:26]1[C:27]2[C:22](=[CH:21][CH:20]=[CH:19][C:18]=2[C:16]([NH:15][C:6]2([C:4]([OH:5])=[O:3])[CH2:14][C:13]3[C:8](=[CH:9][CH:10]=[CH:11][CH:12]=3)[CH2:7]2)=[O:17])[CH2:23][CH2:24][CH2:25]1. The yield is 0.860. (9) The reactants are [NH:1]1[CH2:6][CH2:5][CH:4]([CH2:7][O:8][C:9]2[CH:18]=[CH:17][CH:16]=[C:15]3[C:10]=2[C:11]([NH2:20])=[N:12][C:13]([NH2:19])=[N:14]3)[CH2:3][CH2:2]1.[F:21][C:22]1[C:30]([F:31])=[CH:29][CH:28]=[CH:27][C:23]=1[C:24](Cl)=[O:25]. No catalyst specified. The product is [NH2:19][C:13]1[N:12]=[C:11]([NH2:20])[C:10]2[C:15](=[CH:16][CH:17]=[CH:18][C:9]=2[O:8][CH2:7][CH:4]2[CH2:5][CH2:6][N:1]([C:24]([C:23]3[CH:27]=[CH:28][CH:29]=[C:30]([F:31])[C:22]=3[F:21])=[O:25])[CH2:2][CH2:3]2)[N:14]=1. The yield is 0.740. (10) The reactants are [CH2:1]([O:8][C:9]1[CH:14]=[CH:13][NH:12][C:11](=[O:15])[CH:10]=1)[C:2]1[CH:7]=[CH:6][CH:5]=[CH:4][CH:3]=1.[Cl:16][C:17]1[CH:22]=[CH:21][C:20](I)=[CH:19][N:18]=1.CN[C@@H]1CCCC[C@H]1NC.C(=O)([O-])[O-].[K+].[K+]. The catalyst is C1(C)C=CC=CC=1.[Cu]I.C(Cl)Cl. The product is [CH2:1]([O:8][C:9]1[CH:14]=[CH:13][N:12]([C:20]2[CH:19]=[N:18][C:17]([Cl:16])=[CH:22][CH:21]=2)[C:11](=[O:15])[CH:10]=1)[C:2]1[CH:3]=[CH:4][CH:5]=[CH:6][CH:7]=1. The yield is 0.400.